Regression. Given two drug SMILES strings and cell line genomic features, predict the synergy score measuring deviation from expected non-interaction effect. From a dataset of NCI-60 drug combinations with 297,098 pairs across 59 cell lines. (1) Drug 1: C1=CC(=CC=C1CC(C(=O)O)N)N(CCCl)CCCl.Cl. Drug 2: C1=CC(=CC=C1CCCC(=O)O)N(CCCl)CCCl. Cell line: M14. Synergy scores: CSS=18.0, Synergy_ZIP=-6.93, Synergy_Bliss=3.34, Synergy_Loewe=-2.19, Synergy_HSA=0.701. (2) Drug 1: C1=CC=C(C(=C1)C(C2=CC=C(C=C2)Cl)C(Cl)Cl)Cl. Drug 2: CCC1(C2=C(COC1=O)C(=O)N3CC4=CC5=C(C=CC(=C5CN(C)C)O)N=C4C3=C2)O.Cl. Cell line: MALME-3M. Synergy scores: CSS=7.83, Synergy_ZIP=1.40, Synergy_Bliss=1.25, Synergy_Loewe=-9.51, Synergy_HSA=1.39. (3) Drug 1: CC(C1=C(C=CC(=C1Cl)F)Cl)OC2=C(N=CC(=C2)C3=CN(N=C3)C4CCNCC4)N. Drug 2: CCCCCOC(=O)NC1=NC(=O)N(C=C1F)C2C(C(C(O2)C)O)O. Cell line: SF-539. Synergy scores: CSS=0.0640, Synergy_ZIP=-0.534, Synergy_Bliss=-2.22, Synergy_Loewe=-4.80, Synergy_HSA=-2.84. (4) Drug 1: CC1OCC2C(O1)C(C(C(O2)OC3C4COC(=O)C4C(C5=CC6=C(C=C35)OCO6)C7=CC(=C(C(=C7)OC)O)OC)O)O. Drug 2: CCN(CC)CCCC(C)NC1=C2C=C(C=CC2=NC3=C1C=CC(=C3)Cl)OC. Cell line: SF-268. Synergy scores: CSS=18.1, Synergy_ZIP=2.73, Synergy_Bliss=5.34, Synergy_Loewe=-0.0221, Synergy_HSA=6.47. (5) Drug 1: CCC1=C2CN3C(=CC4=C(C3=O)COC(=O)C4(CC)O)C2=NC5=C1C=C(C=C5)O. Cell line: CCRF-CEM. Drug 2: CC1=C(C(=O)C2=C(C1=O)N3CC4C(C3(C2COC(=O)N)OC)N4)N. Synergy scores: CSS=73.3, Synergy_ZIP=0.0829, Synergy_Bliss=-0.0386, Synergy_Loewe=-4.19, Synergy_HSA=1.16. (6) Drug 1: CC12CCC(CC1=CCC3C2CCC4(C3CC=C4C5=CN=CC=C5)C)O. Drug 2: CC1=C(C=C(C=C1)NC(=O)C2=CC=C(C=C2)CN3CCN(CC3)C)NC4=NC=CC(=N4)C5=CN=CC=C5. Cell line: RXF 393. Synergy scores: CSS=11.1, Synergy_ZIP=-3.57, Synergy_Bliss=-6.66, Synergy_Loewe=-9.62, Synergy_HSA=-6.37.